This data is from Forward reaction prediction with 1.9M reactions from USPTO patents (1976-2016). The task is: Predict the product of the given reaction. (1) Given the reactants F[C:2]1[N:32]=[CH:31][CH:30]=[CH:29][C:3]=1[C:4]([C:6]1[C:15]2[C:10](=[CH:11][CH:12]=[CH:13][CH:14]=2)[CH:9]=[C:8]([N:16]2[CH2:21][CH2:20][N:19]([C:22]([O:24][C:25]([CH3:28])([CH3:27])[CH3:26])=[O:23])[CH2:18][CH2:17]2)[N:7]=1)=[O:5].[OH-].[NH4+:34], predict the reaction product. The product is: [NH2:34][C:2]1[N:32]=[CH:31][CH:30]=[CH:29][C:3]=1[C:4]([C:6]1[C:15]2[C:10](=[CH:11][CH:12]=[CH:13][CH:14]=2)[CH:9]=[C:8]([N:16]2[CH2:21][CH2:20][N:19]([C:22]([O:24][C:25]([CH3:28])([CH3:27])[CH3:26])=[O:23])[CH2:18][CH2:17]2)[N:7]=1)=[O:5]. (2) Given the reactants O[CH2:2][CH2:3][C:4]1[C:13]2[C:8](=[CH:9][C:10]([O:14][CH2:15][C:16]3[CH:21]=[CH:20][CH:19]=[CH:18][CH:17]=3)=[CH:11][CH:12]=2)[O:7][C:6](=[O:22])[CH:5]=1.C(Br)(Br)(Br)[Br:24].C1(P(C2C=CC=CC=2)C2C=CC=CC=2)C=CC=CC=1, predict the reaction product. The product is: [Br:24][CH2:2][CH2:3][C:4]1[C:13]2[C:8](=[CH:9][C:10]([O:14][CH2:15][C:16]3[CH:21]=[CH:20][CH:19]=[CH:18][CH:17]=3)=[CH:11][CH:12]=2)[O:7][C:6](=[O:22])[CH:5]=1. (3) Given the reactants Br[C:2]1[CH:3]=[CH:4][C:5]([O:17][CH3:18])=[C:6]2[C:11]=1[O:10][CH2:9][C@H:8]([N:12]1[CH2:16][CH2:15][CH2:14][CH2:13]1)[CH2:7]2.[C:19]1([C:25]([C:27]2[CH:32]=[CH:31][CH:30]=[CH:29][CH:28]=2)=[NH:26])[CH:24]=[CH:23][CH:22]=[CH:21][CH:20]=1.CC(C)([O-])C.[Na+].C(=O)([O-])O.[Na+], predict the reaction product. The product is: [C:27]1([C:25]([C:19]2[CH:20]=[CH:21][CH:22]=[CH:23][CH:24]=2)=[N:26][C:2]2[CH:3]=[CH:4][C:5]([O:17][CH3:18])=[C:6]3[C:11]=2[O:10][CH2:9][C@H:8]([N:12]2[CH2:16][CH2:15][CH2:14][CH2:13]2)[CH2:7]3)[CH:28]=[CH:29][CH:30]=[CH:31][CH:32]=1. (4) Given the reactants N[C@H](C(O)=O)CC[C:5]([OH:7])=[O:6].[CH3:11][N:12]([C:26]1[CH:27]=[CH:28][C:29](C(N[C@H](C(O)=O)CCC(O)=O)=O)=[CH:30][CH:31]=1)[CH2:13][C:14]1[CH:15]=[N:16][C:17]2[N:23]=[C:22]([NH2:24])[N:21]=[C:20]([NH2:25])[C:18]=2[N:19]=1, predict the reaction product. The product is: [NH2:24][C:22]1[N:21]=[C:20]([NH2:25])[C:18]2[C:17](=[N:16][CH:15]=[C:14]([CH2:13][N:12]([C:26]3[CH:31]=[CH:30][CH:29]=[CH:28][C:27]=3[C:5]([OH:7])=[O:6])[CH3:11])[N:19]=2)[N:23]=1.